The task is: Predict the product of the given reaction.. This data is from Forward reaction prediction with 1.9M reactions from USPTO patents (1976-2016). (1) Given the reactants [CH3:1][O:2][C:3]1[CH:20]=[CH:19][C:6]([C:7]([CH:9]2[CH2:14][CH2:13][N:12]([CH2:15][C:16]([OH:18])=O)[CH2:11][CH2:10]2)=[O:8])=[CH:5][CH:4]=1.[NH2:21][CH2:22][C:23]1[NH:24][C:25](=[O:34])[C:26]2[CH2:33][CH2:32][CH2:31][CH2:30][CH2:29][C:27]=2[N:28]=1, predict the reaction product. The product is: [CH3:1][O:2][C:3]1[CH:4]=[CH:5][C:6]([C:7]([CH:9]2[CH2:10][CH2:11][N:12]([CH2:15][C:16]([NH:21][CH2:22][C:23]3[NH:24][C:25](=[O:34])[C:26]4[CH2:33][CH2:32][CH2:31][CH2:30][CH2:29][C:27]=4[N:28]=3)=[O:18])[CH2:13][CH2:14]2)=[O:8])=[CH:19][CH:20]=1. (2) Given the reactants [CH:1]1(O)[CH2:4][CH2:3][CH2:2]1.[C:23]1(P([C:19]2[CH:24]=[CH:23][CH:22]=CC=2)[C:23]2[CH:22]=CC=[CH:19][CH:24]=2)[CH:22]=CC=[CH:19][CH:24]=1.N(C(OC(C)C)=O)=NC(OC(C)C)=O.[N+:39]([C:42]1[CH:43]=[C:44]2[C:48](=[CH:49][CH:50]=1)[NH:47][N:46]=[CH:45]2)([O-:41])=[O:40], predict the reaction product. The product is: [N+:39]([C:42]1[CH:43]=[C:44]2[C:48](=[CH:49][CH:50]=1)[N:47]([CH:1]1[CH2:4][CH2:3][CH2:2]1)[N:46]=[CH:45]2)([O-:41])=[O:40].[N+:39]([C:42]1[CH:50]=[CH:49][C:48]2[C:44](=[CH:45][N:46]([CH:22]3[CH2:23][CH2:24][CH2:19]3)[N:47]=2)[CH:43]=1)([O-:41])=[O:40].